Task: Predict the reactants needed to synthesize the given product.. Dataset: Full USPTO retrosynthesis dataset with 1.9M reactions from patents (1976-2016) (1) Given the product [F:1][C:2]1[CH:3]=[C:4]([CH:29]=[C:30]([F:32])[CH:31]=1)[CH2:5][C@H:6]1[C@@H:10]([C@H:11]2[CH2:20][C:19]3[C:14](=[CH:15][CH:16]=[CH:17][CH:18]=3)[CH2:13][NH:12]2)[O:9][C:8](=[O:28])[NH:7]1, predict the reactants needed to synthesize it. The reactants are: [F:1][C:2]1[CH:3]=[C:4]([CH:29]=[C:30]([F:32])[CH:31]=1)[CH2:5][C@H:6]1[C@@H:10]([C@H:11]2[CH2:20][C:19]3[C:14](=[CH:15][CH:16]=[CH:17][CH:18]=3)[CH2:13][N:12]2C(OC(C)(C)C)=O)[O:9][C:8](=[O:28])[NH:7]1.C(O)(C(F)(F)F)=O. (2) The reactants are: Cl[C:2]1[C:11]2[C:6](=[CH:7][C:8]([O:14][CH3:15])=[C:9]([O:12][CH3:13])[CH:10]=2)[N:5]=[CH:4][CH:3]=1.[F:16][C:17]1[CH:18]=[C:19]([C:24]2[C:25](=[O:41])[N:26]([CH2:30][C:31]3[CH:36]=[CH:35][C:34]([C:37]([F:40])([F:39])[F:38])=[CH:33][CH:32]=3)[CH:27]=[N:28][CH:29]=2)[CH:20]=[CH:21][C:22]=1[OH:23]. Given the product [CH3:13][O:12][C:9]1[CH:10]=[C:11]2[C:6](=[CH:7][C:8]=1[O:14][CH3:15])[N:5]=[CH:4][CH:3]=[C:2]2[O:23][C:22]1[CH:21]=[CH:20][C:19]([C:24]2[C:25](=[O:41])[N:26]([CH2:30][C:31]3[CH:32]=[CH:33][C:34]([C:37]([F:39])([F:40])[F:38])=[CH:35][CH:36]=3)[CH:27]=[N:28][CH:29]=2)=[CH:18][C:17]=1[F:16], predict the reactants needed to synthesize it.